From a dataset of Full USPTO retrosynthesis dataset with 1.9M reactions from patents (1976-2016). Predict the reactants needed to synthesize the given product. (1) Given the product [C:38]([O:37][C:35]([N:29]1[CH2:34][CH2:33][N:32]([CH2:14][C:11]2[C:12](=[O:13])[N:7]([CH2:6][CH:1]3[CH2:5][CH2:4][CH2:3][CH2:2]3)[N:8]=[C:9]([C:20]3[CH:25]=[CH:24][C:23]([O:26][CH3:27])=[C:22]([F:28])[CH:21]=3)[CH:10]=2)[CH2:31][CH2:30]1)=[O:36])([CH3:41])([CH3:40])[CH3:39], predict the reactants needed to synthesize it. The reactants are: [CH:1]1([CH2:6][N:7]2[C:12](=[O:13])[C:11]([CH2:14]OS(C)(=O)=O)=[CH:10][C:9]([C:20]3[CH:25]=[CH:24][C:23]([O:26][CH3:27])=[C:22]([F:28])[CH:21]=3)=[N:8]2)[CH2:5][CH2:4][CH2:3][CH2:2]1.[N:29]1([C:35]([O:37][C:38]([CH3:41])([CH3:40])[CH3:39])=[O:36])[CH2:34][CH2:33][NH:32][CH2:31][CH2:30]1. (2) Given the product [CH3:21][O:22][C:23]1[CH:24]=[C:25]2[C:30](=[CH:31][C:32]=1[O:33][CH3:34])[N:29]=[CH:28][N:27]=[C:26]2[S:35][C:36]1[CH:37]=[C:38]([NH:39][C:8]([NH:7][C:6]2[N:2]([CH3:1])[N:3]=[C:4]([C:17]([F:18])([F:19])[F:20])[CH:5]=2)=[O:16])[CH:40]=[CH:41][CH:42]=1, predict the reactants needed to synthesize it. The reactants are: [CH3:1][N:2]1[C:6]([NH:7][C:8](=[O:16])OC2C=CC=CC=2)=[CH:5][C:4]([C:17]([F:20])([F:19])[F:18])=[N:3]1.[CH3:21][O:22][C:23]1[CH:24]=[C:25]2[C:30](=[CH:31][C:32]=1[O:33][CH3:34])[N:29]=[CH:28][N:27]=[C:26]2[S:35][C:36]1[CH:37]=[C:38]([CH:40]=[CH:41][CH:42]=1)[NH2:39].C(N(CC)C(C)C)(C)C. (3) Given the product [CH2:33]([N:3]([CH2:1][CH3:2])[C:4]([C:6]1[CH:7]=[CH:8][C:9]([C:12]([C:26]2[CH:31]=[CH:30][CH:29]=[C:28]([O:32][S:44]([C:43]([F:56])([F:55])[F:42])(=[O:46])=[O:45])[CH:27]=2)=[C:13]2[CH2:14][CH2:15][N:16]([C:19]([O:21][C:22]([CH3:24])([CH3:25])[CH3:23])=[O:20])[CH2:17][CH2:18]2)=[CH:10][CH:11]=1)=[O:5])[CH3:34], predict the reactants needed to synthesize it. The reactants are: [CH2:1]([N:3]([CH2:33][CH3:34])[C:4]([C:6]1[CH:11]=[CH:10][C:9]([C:12]([C:26]2[CH:31]=[CH:30][CH:29]=[C:28]([OH:32])[CH:27]=2)=[C:13]2[CH2:18][CH2:17][N:16]([C:19]([O:21][C:22]([CH3:25])([CH3:24])[CH3:23])=[O:20])[CH2:15][CH2:14]2)=[CH:8][CH:7]=1)=[O:5])[CH3:2].C(N(CC)CC)C.[F:42][C:43]([F:56])([F:55])[S:44](O[S:44]([C:43]([F:56])([F:55])[F:42])(=[O:46])=[O:45])(=[O:46])=[O:45]. (4) Given the product [Cl:1][C:2]1[C:18]([Cl:19])=[C:17]([CH2:20][CH2:21][C:22](=[O:38])[C:23]2[O:24][C:25]([C:28]3[CH:29]=[CH:30][C:31]([C:34]([F:35])([F:36])[F:37])=[CH:32][CH:33]=3)=[CH:26][CH:27]=2)[CH:16]=[CH:15][C:3]=1[O:4][C:5]([CH3:13])([CH3:14])[C:6]([OH:8])=[O:7], predict the reactants needed to synthesize it. The reactants are: [Cl:1][C:2]1[C:18]([Cl:19])=[C:17]([CH2:20][CH2:21][C:22](=[O:38])[C:23]2[O:24][C:25]([C:28]3[CH:33]=[CH:32][C:31]([C:34]([F:37])([F:36])[F:35])=[CH:30][CH:29]=3)=[CH:26][CH:27]=2)[CH:16]=[CH:15][C:3]=1[O:4][C:5]([CH3:14])([CH3:13])[C:6]([O:8]C(C)(C)C)=[O:7].FC(F)(F)C(O)=O.